This data is from Full USPTO retrosynthesis dataset with 1.9M reactions from patents (1976-2016). The task is: Predict the reactants needed to synthesize the given product. (1) Given the product [O:52]=[C:51]([N:7]1[CH2:8][CH2:9][C:10]2[C:15](=[CH:14][CH:13]=[CH:12][CH:11]=2)[CH:6]1[C:2]1[S:1][CH:5]=[CH:4][CH:3]=1)[CH2:50][CH2:49][C:48]([NH:54][CH2:55][C:56]1[CH:61]=[CH:60][CH:59]=[C:58]([C:62]([F:63])([F:64])[F:65])[CH:57]=1)=[O:47], predict the reactants needed to synthesize it. The reactants are: [S:1]1[CH:5]=[CH:4][CH:3]=[C:2]1[CH:6]1[C:15]2[C:10](=[CH:11][CH:12]=[CH:13][CH:14]=2)[CH2:9][CH2:8][NH:7]1.CN(C(ON1N=NC2C=CC=NC1=2)=[N+](C)C)C.F[P-](F)(F)(F)(F)F.CCN(CC)CC.[O:47]=[C:48]([NH:54][CH2:55][C:56]1[CH:61]=[CH:60][CH:59]=[C:58]([C:62]([F:65])([F:64])[F:63])[CH:57]=1)[CH2:49][CH2:50][C:51](O)=[O:52]. (2) Given the product [F:12][C:9]1[C:4]([C:5]([O:7][CH3:8])=[O:6])=[C:3]([O:13][CH3:14])[C:2]([NH:1][S:24]([CH2:21][CH2:22][CH3:23])(=[O:26])=[O:25])=[CH:11][CH:10]=1, predict the reactants needed to synthesize it. The reactants are: [NH2:1][C:2]1[C:3]([O:13][CH3:14])=[C:4]([C:9]([F:12])=[CH:10][CH:11]=1)[C:5]([O:7][CH3:8])=[O:6].N1C=CC=CC=1.[CH2:21]([S:24](Cl)(=[O:26])=[O:25])[CH2:22][CH3:23]. (3) Given the product [S:1]1[CH:5]=[CH:4][N:3]=[C:2]1[C:6]1[CH:7]=[CH:8][C:9]2[O:13][C:12]3[CH:14]=[C:15]([S:18]([NH:21][CH2:22][C:23]([OH:25])=[O:24])(=[O:19])=[O:20])[CH:16]=[CH:17][C:11]=3[C:10]=2[CH:27]=1, predict the reactants needed to synthesize it. The reactants are: [S:1]1[CH:5]=[CH:4][N:3]=[C:2]1[C:6]1[CH:7]=[CH:8][C:9]2[O:13][C:12]3[CH:14]=[C:15]([S:18]([NH:21][CH2:22][C:23]([O:25]C)=[O:24])(=[O:20])=[O:19])[CH:16]=[CH:17][C:11]=3[C:10]=2[CH:27]=1.[OH-].[Li+]. (4) Given the product [C:1]1([CH:13]2[CH2:14][CH2:15][CH:16]([CH2:19][C:20]([O:22][CH2:23][CH3:24])=[O:21])[CH2:17][CH2:18]2)[N:2]=[N:3][N:4]2[C:9]=1[C:8]1[CH:10]=[CH:11][NH:12][C:7]=1[N:6]=[CH:5]2, predict the reactants needed to synthesize it. The reactants are: [C:1]1([CH:13]2[CH2:18][CH2:17][C:16](=[CH:19][C:20]([O:22][CH2:23][CH3:24])=[O:21])[CH2:15][CH2:14]2)[N:2]=[N:3][N:4]2[C:9]=1[C:8]1[CH:10]=[CH:11][NH:12][C:7]=1[N:6]=[CH:5]2.C1(C2CCC(=CC#N)CC2)N=NN2C=1C1C=CNC=1N=C2. (5) Given the product [C:1]([C:4]1[C:5]([C:27]2[CH:32]=[CH:31][C:30]([C:33]([F:34])([F:35])[F:36])=[CH:29][CH:28]=2)=[CH:6][C:7]([CH2:10][NH:11][C:12]([C@@H:14]2[CH2:18][C@@H:17]([F:19])[CH2:16][N:15]2[C:20]([O:22][C:23]([CH3:26])([CH3:25])[CH3:24])=[O:21])=[O:13])=[N:8][CH:9]=1)#[N:2], predict the reactants needed to synthesize it. The reactants are: [C:1]([C:4]1[C:5]([C:27]2[CH:32]=[CH:31][C:30]([C:33]([F:36])([F:35])[F:34])=[CH:29][CH:28]=2)=[CH:6][C:7]([CH2:10][NH:11][C:12]([C@@H:14]2[CH2:18][C@@H:17]([F:19])[CH2:16][N:15]2[C:20]([O:22][C:23]([CH3:26])([CH3:25])[CH3:24])=[O:21])=[O:13])=[N:8][CH:9]=1)(=O)[NH2:2].C(OC(C(F)(F)F)=O)(C(F)(F)F)=O. (6) Given the product [C:8](=[O:85])([O:9][CH2:10][C:11]1[CH:12]=[CH:13][CH:14]=[CH:15][CH:16]=1)[O:17][C@H:18]1[C@:22]([F:24])([CH3:23])[C@H:21]([N:25]2[CH:33]=[N:32][C:31]3[C:26]2=[N:27][C:28]([NH2:36])=[N:29][C:30]=3[O:34][CH3:35])[O:20][C@@H:19]1[CH2:60][OH:61], predict the reactants needed to synthesize it. The reactants are: C(O)(C(F)(F)F)=O.[C:8](=[O:85])([O:17][C@H:18]1[C@:22]([F:24])([CH3:23])[C@H:21]([N:25]2[CH:33]=[N:32][C:31]3[C:26]2=[N:27][C:28]([NH:36]C(C2C=CC(OC)=CC=2)(C2C=CC(OC)=CC=2)C2C=CC=CC=2)=[N:29][C:30]=3[O:34][CH3:35])[O:20][C@@H:19]1[CH2:60][O:61]C(C1C=CC(OC)=CC=1)(C1C=CC(OC)=CC=1)C1C=CC=CC=1)[O:9][CH2:10][C:11]1[CH:16]=[CH:15][CH:14]=[CH:13][CH:12]=1.C([O-])(O)=O.[Na+]. (7) The reactants are: ClC1C=C(C(Cl)=O)C=C(Cl)C=1.[Cl:12][C:13]1[CH:14]=[C:15]([C:20]([N:22]=[C:23]=[S:24])=[O:21])[CH:16]=[C:17]([Cl:19])[CH:18]=1.[CH3:25][O:26][C:27]1[CH:28]=[C:29]2[C:34](=[CH:35][C:36]=1[O:37][CH3:38])[N:33]=[CH:32][CH:31]=[C:30]2[O:39][C:40]1[CH:46]=[CH:45][C:43]([NH2:44])=[CH:42][C:41]=1[F:47].C1(C)C=CC=CC=1. Given the product [Cl:12][C:13]1[CH:14]=[C:15]([C:20]([N:22]=[C:23]=[S:24])=[O:21])[CH:16]=[C:17]([Cl:19])[CH:18]=1.[Cl:12][C:13]1[CH:14]=[C:15]([CH:16]=[C:17]([Cl:19])[CH:18]=1)[C:20]([NH:22][C:23]([NH:44][C:43]1[CH:45]=[CH:46][C:40]([O:39][C:30]2[C:29]3[C:34](=[CH:35][C:36]([O:37][CH3:38])=[C:27]([O:26][CH3:25])[CH:28]=3)[N:33]=[CH:32][CH:31]=2)=[C:41]([F:47])[CH:42]=1)=[S:24])=[O:21], predict the reactants needed to synthesize it. (8) Given the product [Cl:1][C:2]1[CH:3]=[CH:4][C:5]([CH2:8][O:9][C:10]2[CH:15]=[CH:14][N:13]([C:18]3[CH:23]=[N:22][C:21]([N:24]4[CH2:28][CH2:27][CH:26]([N:29]5[CH2:34][CH2:33][O:32][CH2:31][CH2:30]5)[CH2:25]4)=[CH:20][CH:19]=3)[C:12](=[O:16])[CH:11]=2)=[N:6][CH:7]=1, predict the reactants needed to synthesize it. The reactants are: [Cl:1][C:2]1[CH:3]=[CH:4][C:5]([CH2:8][O:9][C:10]2[CH:15]=[CH:14][NH:13][C:12](=[O:16])[CH:11]=2)=[N:6][CH:7]=1.Br[C:18]1[CH:19]=[CH:20][C:21]([N:24]2[CH2:28][CH2:27][CH:26]([N:29]3[CH2:34][CH2:33][O:32][CH2:31][CH2:30]3)[CH2:25]2)=[N:22][CH:23]=1.[C@@H]1(N)CCCC[C@H]1N.C([O-])([O-])=O.[K+].[K+]. (9) Given the product [NH2:13][C:9]1[CH:8]=[C:7]([NH:6][C:4](=[O:5])[C:3]2[CH:16]=[CH:17][CH:18]=[CH:19][C:2]=2[Br:1])[CH:12]=[CH:11][CH:10]=1, predict the reactants needed to synthesize it. The reactants are: [Br:1][C:2]1[CH:19]=[CH:18][CH:17]=[CH:16][C:3]=1[C:4]([NH:6][C:7]1[CH:12]=[CH:11][CH:10]=[C:9]([N+:13]([O-])=O)[CH:8]=1)=[O:5].C1COCC1.S(S([O-])=O)([O-])=O.[Na+].[Na+]. (10) Given the product [CH2:20]([N:22]([CH2:54][CH2:55][OH:56])[C:23](=[O:53])[C:24]1[CH:29]=[CH:28][C:27]([C@@H:30]([N:37]2[CH2:42][C@@H:41]([CH3:43])[N:40]([CH2:44][C:45]3[CH:50]=[CH:49][CH:48]=[C:47]([F:51])[CH:46]=3)[CH2:39][C@@H:38]2[CH3:52])[C:31]2[CH:32]=[CH:33][CH:34]=[CH:35][CH:36]=2)=[CH:26][CH:25]=1)[CH3:21], predict the reactants needed to synthesize it. The reactants are: O.[F-].C([N+](CCCC)(CCCC)CCCC)CCC.[CH2:20]([N:22]([CH2:54][CH2:55][O:56][Si](CC)(CC)CC)[C:23](=[O:53])[C:24]1[CH:29]=[CH:28][C:27]([C@@H:30]([N:37]2[CH2:42][C@@H:41]([CH3:43])[N:40]([CH2:44][C:45]3[CH:50]=[CH:49][CH:48]=[C:47]([F:51])[CH:46]=3)[CH2:39][C@@H:38]2[CH3:52])[C:31]2[CH:36]=[CH:35][CH:34]=[CH:33][CH:32]=2)=[CH:26][CH:25]=1)[CH3:21].